Dataset: Catalyst prediction with 721,799 reactions and 888 catalyst types from USPTO. Task: Predict which catalyst facilitates the given reaction. (1) Reactant: [Br:1][C:2]1[CH:3]=[N:4][C:5](Cl)=[N:6][CH:7]=1.[NH:9]1[CH:13]=[N:12][CH:11]=[N:10]1.C(=O)([O-])[O-].[K+].[K+]. Product: [Br:1][C:2]1[CH:3]=[N:4][C:5]([N:9]2[CH:13]=[N:12][CH:11]=[N:10]2)=[N:6][CH:7]=1. The catalyst class is: 264. (2) Reactant: [F:1][C:2]1[CH:7]=[CH:6][CH:5]=[CH:4][C:3]=1[N:8]1[C:16]2[C:11](=[C:12]([N:17]3[CH2:24][C@@H:23]4[C@@H:19]([CH2:20][NH:21][CH2:22]4)[C:18]3=[O:25])[CH:13]=[CH:14][CH:15]=2)[CH:10]=[N:9]1.[OH:26][C:27]([CH3:33])([CH3:32])[CH2:28][C:29](O)=[O:30].C(N(C(C)C)C(C)C)C.F[P-](F)(F)(F)(F)F.CN(C(N1C2C(=NC=CC=2)[N+]([O-])=N1)=[N+](C)C)C. Product: [F:1][C:2]1[CH:7]=[CH:6][CH:5]=[CH:4][C:3]=1[N:8]1[C:16]2[C:11](=[C:12]([N:17]3[CH2:24][C@@H:23]4[C@@H:19]([CH2:20][N:21]([C:29](=[O:30])[CH2:28][C:27]([OH:26])([CH3:33])[CH3:32])[CH2:22]4)[C:18]3=[O:25])[CH:13]=[CH:14][CH:15]=2)[CH:10]=[N:9]1. The catalyst class is: 7. (3) Reactant: [CH2:1]([N:8]1[CH2:13][CH2:12][CH:11]([C:14]([O:16]CC)=[O:15])[CH2:10][CH2:9]1)[C:2]1[CH:7]=[CH:6][CH:5]=[CH:4][CH:3]=1.[OH-].[Na+:20]. Product: [CH2:1]([N:8]1[CH2:9][CH2:10][CH:11]([C:14]([O-:16])=[O:15])[CH2:12][CH2:13]1)[C:2]1[CH:3]=[CH:4][CH:5]=[CH:6][CH:7]=1.[Na+:20]. The catalyst class is: 8. (4) Reactant: C([O:3][P:4]([O:38]CC)([CH2:6][C@H:7]1[O:11][C@@H:10]([N:12]2[CH:16]=[N:15][C:14]([C:17]([NH2:19])=[O:18])=[N:13]2)[C@H:9]([O:20]C(=O)C2C=CC=CC=2)[C@@H:8]1[O:29]C(=O)C1C=CC=CC=1)=[O:5])C.C(#N)C.Br[Si](C)(C)C. Product: [OH:38][P:4]([OH:5])([CH2:6][C@H:7]1[O:11][C@@H:10]([N:12]2[CH:16]=[N:15][C:14]([C:17]([NH2:19])=[O:18])=[N:13]2)[C@H:9]([OH:20])[C@@H:8]1[OH:29])=[O:3]. The catalyst class is: 9.